This data is from Reaction yield outcomes from USPTO patents with 853,638 reactions. The task is: Predict the reaction yield, written as a fraction of the theoretical maximum amount of product (1.0 means a 100% yield; for example, 0.34 means a 34% yield). (1) The reactants are C[O:2][C:3]([C@@H:5]([NH:21][C:22](=[O:28])[O:23][C:24]([CH3:27])([CH3:26])[CH3:25])[CH2:6][CH:7]1[CH2:12][CH2:11][CH:10]([O:13][Si:14]([C:17]([CH3:20])([CH3:19])[CH3:18])([CH3:16])[CH3:15])[CH2:9][CH2:8]1)=O.[BH4-].[Na+]. The catalyst is CCO. The product is [C:24]([O:23][C:22]([NH:21][C@@H:5]([CH2:6][CH:7]1[CH2:8][CH2:9][CH:10]([O:13][Si:14]([C:17]([CH3:20])([CH3:19])[CH3:18])([CH3:15])[CH3:16])[CH2:11][CH2:12]1)[CH2:3][OH:2])=[O:28])([CH3:26])([CH3:25])[CH3:27]. The yield is 0.980. (2) The reactants are [C:1]([C:4]1[CH:5]=[C:6]([CH:17]=[CH:18][CH:19]=1)[O:7][C:8]1[CH:13]=[CH:12][C:11]([N+:14]([O-])=O)=[CH:10][CH:9]=1)([OH:3])=[O:2]. The catalyst is CO.[Pd]. The product is [C:1]([C:4]1[CH:5]=[C:6]([CH:17]=[CH:18][CH:19]=1)[O:7][C:8]1[CH:13]=[CH:12][C:11]([NH2:14])=[CH:10][CH:9]=1)([OH:3])=[O:2]. The yield is 0.480. (3) The reactants are [Br:1][C:2]1[N:7]=[C:6]([CH2:8]O)[CH:5]=[CH:4][CH:3]=1.[CH2:10]([N:12](CC)CC)C.CS(Cl)(=O)=O.[C-]#N.[K+].C1OCCOCCOCCOCCOCCOC1. The catalyst is CN(C)C=O.O. The product is [Br:1][C:2]1[N:7]=[C:6]([CH2:8][C:10]#[N:12])[CH:5]=[CH:4][CH:3]=1. The yield is 0.590. (4) The reactants are [OH:1][CH:2]([CH2:6][CH:7]([CH3:9])[CH3:8])[C:3]([OH:5])=[O:4].O1[B:15]([C@@H:16]([NH:21][C:22](=[O:35])[CH2:23][NH:24][C:25](=[O:34])[C:26]2[CH:31]=[C:30]([Cl:32])[CH:29]=[CH:28][C:27]=2[Cl:33])[CH2:17][CH:18]([CH3:20])[CH3:19])O[B:15]([C@@H:16]([NH:21][C:22](=[O:35])[CH2:23][NH:24][C:25](=[O:34])[C:26]2[CH:31]=[C:30]([Cl:32])[CH:29]=[CH:28][C:27]=2[Cl:33])[CH2:17][CH:18]([CH3:20])[CH3:19])O[B:15]1[C@@H:16]([NH:21][C:22](=[O:35])[CH2:23][NH:24][C:25](=[O:34])[C:26]1[CH:31]=[C:30]([Cl:32])[CH:29]=[CH:28][C:27]=1[Cl:33])[CH2:17][CH:18]([CH3:20])[CH3:19]. The catalyst is CCOC(C)=O. The product is [Cl:33][C:27]1[CH:28]=[CH:29][C:30]([Cl:32])=[CH:31][C:26]=1[C:25]([NH:24][CH2:23][C:22]([NH:21][C@H:16]([B:15]1[O:1][C@@H:2]([CH2:6][CH:7]([CH3:9])[CH3:8])[C:3](=[O:5])[O:4]1)[CH2:17][CH:18]([CH3:20])[CH3:19])=[O:35])=[O:34]. The yield is 9.50. (5) The reactants are [Br:1][C:2]1[CH:23]=[CH:22][C:5]([CH2:6][C:7]2[CH:8]=[N:9][C:10]3[N:11]([N:13]=[CH:14][C:15]=3[C:16]([NH:18][CH2:19][CH2:20][OH:21])=[O:17])[CH:12]=2)=[CH:4][CH:3]=1.[CH3:24][C:25]([O-:28])([CH3:27])[CH3:26].[K+].CC1(C)CO1. The catalyst is CCO. The product is [Br:1][C:2]1[CH:3]=[CH:4][C:5]([CH2:6][C:7]2[CH:8]=[N:9][C:10]3[N:11]([N:13]=[CH:14][C:15]=3[C:16]([NH:18][CH2:19][CH2:20][O:21][CH2:24][C:25]([OH:28])([CH3:27])[CH3:26])=[O:17])[CH:12]=2)=[CH:22][CH:23]=1. The yield is 0.170.